Task: Regression/Classification. Given a drug SMILES string, predict its absorption, distribution, metabolism, or excretion properties. Task type varies by dataset: regression for continuous measurements (e.g., permeability, clearance, half-life) or binary classification for categorical outcomes (e.g., BBB penetration, CYP inhibition). For this dataset (clearance_hepatocyte_az), we predict log10(clearance) (log10 of the in vitro intrinsic clearance, CLint, in uL/min per 10^6 hepatocytes; values are censored to the assay range of 3 to 150, which is 0.477 to 2.18 on this log10 scale).. Dataset: Hepatocyte clearance measurements from AstraZeneca The compound is O=C(NCC12CC3CC(CC(C3)C1)C2)c1cc(CN2CCNCC2)ccc1Cl. The log10(clearance) is 0.600.